This data is from Catalyst prediction with 721,799 reactions and 888 catalyst types from USPTO. The task is: Predict which catalyst facilitates the given reaction. (1) The catalyst class is: 100. Reactant: [N:1]1[CH:6]=[CH:5][CH:4]=[CH:3][C:2]=1[C:7]1[O:11][CH:10]=[N:9][CH:8]=1.[C:12]1([CH2:18][CH2:19][CH2:20][O:21][CH2:22][CH2:23][C:24](O)=[O:25])[CH:17]=[CH:16][CH:15]=[CH:14][CH:13]=1. Product: [C:12]1([CH2:18][CH2:19][CH2:20][O:21][CH2:22][CH2:23][C:24]([C:10]2[O:11][C:7]([C:2]3[CH:3]=[CH:4][CH:5]=[CH:6][N:1]=3)=[CH:8][N:9]=2)=[O:25])[CH:17]=[CH:16][CH:15]=[CH:14][CH:13]=1. (2) Reactant: [C:1]1([S:7]([NH:10][C:11]2[CH:20]=[CH:19][C:18]3[CH2:17][CH2:16][CH2:15][CH2:14][C:13]=3[C:12]=2[C:21]([NH2:23])=O)(=[O:9])=[O:8])[CH:6]=[CH:5][CH:4]=[CH:3][CH:2]=1.P(Cl)(Cl)(Cl)(Cl)Cl.C(=O)([O-])O.[Na+]. Product: [C:21]([C:12]1[C:13]2[CH2:14][CH2:15][CH2:16][CH2:17][C:18]=2[CH:19]=[CH:20][C:11]=1[NH:10][S:7]([C:1]1[CH:2]=[CH:3][CH:4]=[CH:5][CH:6]=1)(=[O:8])=[O:9])#[N:23]. The catalyst class is: 2. (3) Reactant: [NH2:1][C:2]1[S:10][C:5]2[CH2:6][O:7][CH2:8][CH2:9][C:4]=2[C:3]=1[C:11]#[N:12].C(N(CC)CC)C.[C:20]1([CH:26]([C:30]2[CH:35]=[CH:34][CH:33]=[CH:32][CH:31]=2)[C:27](Cl)=[O:28])[CH:25]=[CH:24][CH:23]=[CH:22][CH:21]=1. Product: [C:11]([C:3]1[C:4]2[CH2:9][CH2:8][O:7][CH2:6][C:5]=2[S:10][C:2]=1[NH:1][C:27](=[O:28])[CH:26]([C:20]1[CH:25]=[CH:24][CH:23]=[CH:22][CH:21]=1)[C:30]1[CH:35]=[CH:34][CH:33]=[CH:32][CH:31]=1)#[N:12]. The catalyst class is: 2. (4) Reactant: [N-:1]=[N+:2]=[N-:3].[Na+].[CH2:5]1[CH2:11][S:8](=[O:10])(=[O:9])[O:7][CH2:6]1. Product: [N:1]([CH2:6][CH2:5][CH2:11][S:8]([OH:10])(=[O:9])=[O:7])=[N+:2]=[N-:3]. The catalyst class is: 283.